From a dataset of CYP1A2 inhibition data for predicting drug metabolism from PubChem BioAssay. Regression/Classification. Given a drug SMILES string, predict its absorption, distribution, metabolism, or excretion properties. Task type varies by dataset: regression for continuous measurements (e.g., permeability, clearance, half-life) or binary classification for categorical outcomes (e.g., BBB penetration, CYP inhibition). Dataset: cyp1a2_veith. (1) The molecule is Cc1ccc(S(=O)(=O)c2cc(N3CCOCC3)nc(-c3ccccc3)n2)cc1. The result is 1 (inhibitor). (2) The molecule is NCCN1C(=O)c2ccccc2[C@@]1(O)c1ccc(Cl)cc1. The result is 0 (non-inhibitor). (3) The compound is CCS(=O)(=O)Nc1cccc(C(=C2CCCCC2)c2cnc[nH]2)c1. The result is 1 (inhibitor). (4) The molecule is O=C(CCc1ccccc1)NNC(=O)C1CCCCC1. The result is 0 (non-inhibitor). (5) The drug is c1cc(CSSCc2ccncc2)ccn1. The result is 1 (inhibitor). (6) The drug is Cl.Cn1cccc1CNCCc1ccccc1. The result is 0 (non-inhibitor). (7) The result is 1 (inhibitor). The compound is Cc1ccc(/C=N\Nc2nc3ccc(Cl)cc3[nH]2)o1. (8) The compound is O=C(O)C[C@H](Cc1ccccc1Cl)C(=O)O. The result is 0 (non-inhibitor). (9) The compound is CC(C)(C)C(=O)Nc1cccc(-c2nc3ccccc3c(=O)o2)c1. The result is 1 (inhibitor). (10) The molecule is Cc1cc(C)nc(NC(=O)/C=C/c2ccc(Cl)cc2Cl)c1. The result is 1 (inhibitor).